This data is from Catalyst prediction with 721,799 reactions and 888 catalyst types from USPTO. The task is: Predict which catalyst facilitates the given reaction. (1) Reactant: [CH2:1]([O:3][CH2:4][CH:5](O)[CH2:6][NH:7][C:8](=[O:14])[O:9][C:10]([CH3:13])([CH3:12])[CH3:11])[CH3:2].[C:16]1(=[O:26])[NH:20][C:19](=[O:21])[C:18]2=[CH:22][CH:23]=[CH:24][CH:25]=[C:17]12.C1(P(C2C=CC=CC=2)C2C=CC=CC=2)C=CC=CC=1.N(C(OC(C)C)=O)=NC(OC(C)C)=O. Product: [O:21]=[C:19]1[C:18]2[C:17](=[CH:25][CH:24]=[CH:23][CH:22]=2)[C:16](=[O:26])[N:20]1[CH:5]([CH2:4][O:3][CH2:1][CH3:2])[CH2:6][NH:7][C:8](=[O:14])[O:9][C:10]([CH3:13])([CH3:12])[CH3:11]. The catalyst class is: 1. (2) Reactant: [CH3:1][C:2]1[C:3]([N:8](COCCOC)[S:9]([C:12]2[S:13][C:14]([CH3:40])=[CH:15][C:16]=2[C:17]2[CH:22]=[CH:21][C:20]([CH2:23][N:24]3[C:33]4[C:28](=[C:29]([CH2:36][CH3:37])[N:30]=[C:31]([CH2:34][CH3:35])[CH:32]=4)[CH:27]=[CH:26][C:25]3=[O:38])=[CH:19][C:18]=2[F:39])(=[O:11])=[O:10])=[N:4][O:5][C:6]=1[CH3:7].Cl. Product: [CH3:1][C:2]1[C:3]([NH:8][S:9]([C:12]2[S:13][C:14]([CH3:40])=[CH:15][C:16]=2[C:17]2[CH:22]=[CH:21][C:20]([CH2:23][N:24]3[C:33]4[C:28](=[C:29]([CH2:36][CH3:37])[N:30]=[C:31]([CH2:34][CH3:35])[CH:32]=4)[CH:27]=[CH:26][C:25]3=[O:38])=[CH:19][C:18]=2[F:39])(=[O:10])=[O:11])=[N:4][O:5][C:6]=1[CH3:7]. The catalyst class is: 8.